From a dataset of Catalyst prediction with 721,799 reactions and 888 catalyst types from USPTO. Predict which catalyst facilitates the given reaction. (1) The catalyst class is: 83. Product: [CH:3]([C:6]1[CH:7]=[CH:8][C:9]([CH:12]2[C:16]3[C:17]([CH3:35])=[C:18]([O:23][CH:24]([C:29]4[CH:30]=[CH:31][CH:32]=[CH:33][CH:34]=4)[C:25]([OH:27])=[O:26])[C:19]([CH3:22])=[C:20]([CH3:21])[C:15]=3[O:14][C:13]2([CH3:37])[CH3:36])=[CH:10][CH:11]=1)([CH3:5])[CH3:4]. Reactant: [OH-].[Na+].[CH:3]([C:6]1[CH:11]=[CH:10][C:9]([CH:12]2[C:16]3[C:17]([CH3:35])=[C:18]([O:23][CH:24]([C:29]4[CH:34]=[CH:33][CH:32]=[CH:31][CH:30]=4)[C:25]([O:27]C)=[O:26])[C:19]([CH3:22])=[C:20]([CH3:21])[C:15]=3[O:14][C:13]2([CH3:37])[CH3:36])=[CH:8][CH:7]=1)([CH3:5])[CH3:4]. (2) Reactant: [CH3:1][O:2][C:3](=[O:25])[CH2:4][CH2:5][C:6]1[CH:11]=[CH:10][C:9]([O:12][C:13]2[CH:18]=[C:17]([C:19](=O)[CH2:20][CH3:21])[CH:16]=[C:15]([F:23])[CH:14]=2)=[CH:8][C:7]=1[CH3:24].C[N:27](CCO)C. Product: [CH3:1][O:2][C:3](=[O:25])[CH2:4][CH2:5][C:6]1[CH:11]=[CH:10][C:9]([O:12][C:13]2[CH:14]=[C:15]([F:23])[CH:16]=[C:17]([CH:19]([NH2:27])[CH2:20][CH3:21])[CH:18]=2)=[CH:8][C:7]=1[CH3:24]. The catalyst class is: 5. (3) Product: [CH2:16]([O:18][C@@H:19]([CH2:20][C:21]1[CH:22]=[CH:23][C:24]([O:25][CH2:26][C:27]([N:3]([CH2:1][CH3:2])[CH2:4][C:5]2[CH:10]=[CH:9][C:8]([O:11][C:12]([F:13])([F:14])[F:15])=[CH:7][CH:6]=2)=[O:29])=[CH:30][CH:31]=1)[C:32]([O:34][CH2:35][CH3:36])=[O:33])[CH3:17]. The catalyst class is: 2. Reactant: [CH2:1]([NH:3][CH2:4][C:5]1[CH:10]=[CH:9][C:8]([O:11][C:12]([F:15])([F:14])[F:13])=[CH:7][CH:6]=1)[CH3:2].[CH2:16]([O:18][C@H:19]([C:32]([O:34][CH2:35][CH3:36])=[O:33])[CH2:20][C:21]1[CH:31]=[CH:30][C:24]([O:25][CH2:26][C:27]([OH:29])=O)=[CH:23][CH:22]=1)[CH3:17].C(N(CC)C(C)C)(C)C.F[B-](F)(F)F.N1(OC(N(C)C)=[N+](C)C)C2C=CC=CC=2N=N1. (4) Reactant: [Cl:1][C:2]1[CH:7]=[CH:6][C:5]([N:8]=[C:9]=[O:10])=[CH:4][C:3]=1[C:11]([F:14])([F:13])[F:12].[NH2:15][C:16]([CH3:22])([CH2:20][OH:21])[C:17](O)=[O:18].Cl. Product: [Cl:1][C:2]1[CH:7]=[CH:6][C:5]([N:8]2[C:17](=[O:18])[C:16]([CH2:20][OH:21])([CH3:22])[NH:15][C:9]2=[O:10])=[CH:4][C:3]=1[C:11]([F:12])([F:13])[F:14]. The catalyst class is: 12. (5) Reactant: [C:1]([NH2:5])([CH3:4])([CH3:3])[CH3:2].[Li]CCCC.Cl[Si:12]([CH3:27])([CH3:26])[CH:13]1[C:21]2[S:22][C:23]([CH3:25])=[CH:24][C:20]=2[C:19]2[CH:18]=[CH:17][CH:16]=[CH:15][C:14]1=2. Product: [C:1]([NH:5][Si:12]([CH3:26])([CH3:27])[CH:13]1[C:21]2[S:22][C:23]([CH3:25])=[CH:24][C:20]=2[C:19]2[CH:18]=[CH:17][CH:16]=[CH:15][C:14]1=2)([CH3:4])([CH3:3])[CH3:2]. The catalyst class is: 788. (6) Reactant: [N+]([CH:4]1[N:9]([C:10]([O:12][C:13]([CH3:16])([CH3:15])[CH3:14])=[O:11])[CH2:8][CH2:7][N:6]([C:17]2[CH:22]=[CH:21]C=CN=2)[CH2:5]1)([O-])=O. Product: [C:13]([O:12][C:10]([N:9]1[CH2:4][CH2:5][N:6]([C:17]2[CH:22]=[CH:21][N:6]=[CH:5][C:4]=2[NH2:9])[CH2:7][CH2:8]1)=[O:11])([CH3:14])([CH3:15])[CH3:16]. The catalyst class is: 707.